The task is: Predict the reactants needed to synthesize the given product.. This data is from Full USPTO retrosynthesis dataset with 1.9M reactions from patents (1976-2016). Given the product [F:23][C:24]1[CH:30]=[CH:29][C:27]([NH:4][C:3]([C:5]2[C:9]([NH:10][CH2:11][CH2:12][NH:13][S:14]([CH3:17])(=[O:16])=[O:15])=[N:8][O:7][N:6]=2)=[N:2][OH:1])=[CH:26][C:25]=1[CH3:31], predict the reactants needed to synthesize it. The reactants are: [OH:1][N:2]=[C:3]([C:5]1[C:9]([NH:10][CH2:11][CH2:12][NH:13][S:14]([CH3:17])(=[O:16])=[O:15])=[N:8][O:7][N:6]=1)[NH2:4].Cl.N([O-])=O.[Na+].[F:23][C:24]1[CH:30]=[CH:29][C:27](N)=[CH:26][C:25]=1[CH3:31].